This data is from Reaction yield outcomes from USPTO patents with 853,638 reactions. The task is: Predict the reaction yield, written as a fraction of the theoretical maximum amount of product (1.0 means a 100% yield; for example, 0.34 means a 34% yield). (1) The yield is 0.270. The product is [Br:1][C:2]1[CH:3]=[CH:4][C:5]([CH2:8][C:9]([NH:18][CH3:16])=[O:11])=[N:6][CH:7]=1. The reactants are [Br:1][C:2]1[CH:3]=[CH:4][C:5]([CH2:8][C:9]([OH:11])=O)=[N:6][CH:7]=1.C1C=CC2N(O)N=[N:18][C:16]=2C=1.CCN=C=NCCCN(C)C.Cl.CN. The catalyst is C1COCC1.O. (2) The reactants are [C:1]([O:7][CH2:8][CH3:9])(=[O:6])[CH2:2][C:3]([O-])=O.N1[CH2:15][CH2:14][CH2:13][CH2:12][CH2:11]1.N1C=CC=[CH:18][CH:17]=1. The yield is 0.790. The product is [CH2:8]([O:7][C:1](=[O:6])[CH:2]=[CH:3][C:11]1[CH:18]=[CH:17][C:14]([CH3:15])=[CH:13][CH:12]=1)[CH3:9]. No catalyst specified. (3) The catalyst is C(O)(=O)C. The yield is 0.740. The reactants are C([O:3][C:4]([C:6]1[CH:7]=[N:8][N:9]([C:11]2[N:15](COCCOC)[C:14]3[CH:22]=[C:23]([Cl:28])[C:24]([Cl:27])=[C:25]([Cl:26])[C:13]=3[N:12]=2)[CH:10]=1)=[O:5])C.Cl. The product is [Cl:26][C:25]1[C:13]2[N:12]=[C:11]([N:9]3[CH:10]=[C:6]([C:4]([OH:5])=[O:3])[CH:7]=[N:8]3)[NH:15][C:14]=2[CH:22]=[C:23]([Cl:28])[C:24]=1[Cl:27]. (4) The reactants are [N:1]12[CH2:8][CH2:7][CH:4]([CH2:5][CH2:6]1)[C:3](=[O:9])[CH2:2]2.[CH:10](=O)[C:11]1[CH:16]=[CH:15][CH:14]=[CH:13][CH:12]=1.[OH-].[Na+]. The catalyst is C(O)C. The product is [CH:10](=[C:2]1/[N:1]2[CH2:8][CH2:7][CH:4]([C:3]/1=[O:9])[CH2:5][CH2:6]2)/[C:11]1[CH:16]=[CH:15][CH:14]=[CH:13][CH:12]=1. The yield is 0.912. (5) The reactants are [O:1]([C:8]1[CH:26]=[CH:25][CH:24]=[CH:23][C:9]=1[CH2:10][O:11][C:12]12[CH2:18][C:15]([C:19](OC)=[O:20])([CH2:16][CH2:17]1)[CH2:14][CH2:13]2)[C:2]1[CH:7]=[CH:6][CH:5]=[CH:4][CH:3]=1.[H-].[H-].[H-].[H-].[Li+].[Al+3]. The catalyst is C1COCC1. The yield is 0.880. The product is [O:1]([C:8]1[CH:26]=[CH:25][CH:24]=[CH:23][C:9]=1[CH2:10][O:11][C:12]12[CH2:18][C:15]([CH2:19][OH:20])([CH2:16][CH2:17]1)[CH2:14][CH2:13]2)[C:2]1[CH:3]=[CH:4][CH:5]=[CH:6][CH:7]=1.